From a dataset of Full USPTO retrosynthesis dataset with 1.9M reactions from patents (1976-2016). Predict the reactants needed to synthesize the given product. (1) Given the product [Br:1][C:2]1[C:11]2[C:6](=[CH:7][C:8]3[CH:15]=[CH:14][CH:13]=[CH:12][C:9]=3[CH:10]=2)[C:5]([Cl:19])=[N:4][CH:3]=1, predict the reactants needed to synthesize it. The reactants are: [Br:1][C:2]1[C:11]2[C:6](=[CH:7][C:8]3[CH:15]=[CH:14][CH:13]=[CH:12][C:9]=3[CH:10]=2)[CH:5]=[N+:4]([O-])[CH:3]=1.O=P(Cl)(Cl)[Cl:19].C(=O)(O)[O-].[Na+]. (2) Given the product [CH3:21][C@@H:4]1[CH2:5][N:6]([C:8]2[C:17]([CH:18]=[O:19])=[CH:16][C:11]3[C:12]([CH3:15])=[N:13][O:14][C:10]=3[C:9]=2[F:20])[CH2:7][C@H:2]([CH3:1])[O:3]1, predict the reactants needed to synthesize it. The reactants are: [CH3:1][C@@H:2]1[CH2:7][N:6]([C:8]2[C:17]([CH2:18][OH:19])=[CH:16][C:11]3[C:12]([CH3:15])=[N:13][O:14][C:10]=3[C:9]=2[F:20])[CH2:5][C@H:4]([CH3:21])[O:3]1. (3) Given the product [C:1]([C:3]1[CH:8]=[CH:7][C:6]([S:9]([NH:19][CH2:18][C:16]2[O:15][CH:14]=[CH:13][CH:17]=2)(=[O:11])=[O:10])=[CH:5][CH:4]=1)#[N:2], predict the reactants needed to synthesize it. The reactants are: [C:1]([C:3]1[CH:8]=[CH:7][C:6]([S:9](Cl)(=[O:11])=[O:10])=[CH:5][CH:4]=1)#[N:2].[CH:13]1[CH:17]=[C:16]([CH2:18][NH2:19])[O:15][CH:14]=1.O. (4) Given the product [CH3:24][O:43][C:3]1[CH:4]=[C:5]([N:11]2[CH2:12][C:13]3[CH:18]=[N:17][C:16]4[NH:19][CH:20]=[CH:21][C:15]=4[C:14]=3[N:22]([CH3:23])[C:32]2=[O:34])[CH:6]=[C:7]([O:9][CH3:10])[CH:8]=1, predict the reactants needed to synthesize it. The reactants are: CO[C:3]1[CH:4]=[C:5]([NH:11][CH2:12][C:13]2[CH:18]=[N:17][C:16]3[NH:19][CH:20]=[CH:21][C:15]=3[C:14]=2[NH:22][CH3:23])[CH:6]=[C:7]([O:9][CH3:10])[CH:8]=1.[CH2:24](N(CC)CC)C.Cl[C:32](Cl)([O:34]C(=O)OC(Cl)(Cl)Cl)Cl.[OH-:43].[Na+]. (5) Given the product [CH2:1]([O:8][C:9]1[CH:10]=[CH:11][C:12]([CH:15]2[CH2:20][CH2:19][NH:18][CH2:17][CH:16]2[O:31][CH2:32][C:33]2[CH:34]=[CH:35][C:36]3[O:41][CH2:40][CH2:39][N:38]([CH2:42][CH2:43][CH2:44][O:45][CH3:46])[C:37]=3[CH:47]=2)=[CH:13][CH:14]=1)[C:2]1[CH:7]=[CH:6][CH:5]=[CH:4][CH:3]=1, predict the reactants needed to synthesize it. The reactants are: [CH2:1]([O:8][C:9]1[CH:14]=[CH:13][C:12]([CH:15]2[CH2:20][CH2:19][N:18](C(OCC3C=CC=CC=3)=O)[CH2:17][CH:16]2[O:31][CH2:32][C:33]2[CH:34]=[CH:35][C:36]3[O:41][CH2:40][CH2:39][N:38]([CH2:42][CH2:43][CH2:44][O:45][CH3:46])[C:37]=3[CH:47]=2)=[CH:11][CH:10]=1)[C:2]1[CH:7]=[CH:6][CH:5]=[CH:4][CH:3]=1.CO.[OH-].[K+]. (6) The reactants are: [CH2:1]([O:8][C@H:9]([CH3:13])[C@H:10]([OH:12])[CH3:11])[C:2]1[CH:7]=[CH:6][CH:5]=[CH:4][CH:3]=1.[H-].[Na+].[Cl:16][C:17]1[N:22]=[C:21](Cl)[C:20]([I:24])=[CH:19][N:18]=1.[Cl-].[Na+]. Given the product [CH2:1]([O:8][C@H:9]([CH3:13])[C@@H:10]([CH3:11])[O:12][C:19]1[C:20]([I:24])=[CH:21][N:22]=[C:17]([Cl:16])[N:18]=1)[C:2]1[CH:7]=[CH:6][CH:5]=[CH:4][CH:3]=1, predict the reactants needed to synthesize it.